Dataset: Reaction yield outcomes from USPTO patents with 853,638 reactions. Task: Predict the reaction yield, written as a fraction of the theoretical maximum amount of product (1.0 means a 100% yield; for example, 0.34 means a 34% yield). The reactants are [H-].[H-].[H-].[H-].[Li+].[Al+3].[Cl-].[Cl-].[Cl-].[Al+3].[CH2:11]([O:18][C:19]1[CH:27]=[C:26]([F:28])[CH:25]=[C:24]2[C:20]=1[C:21]([CH2:31][C:32]([N:34]1[CH2:42][C:41]3[C:36](=[CH:37][CH:38]=[CH:39][CH:40]=3)[CH2:35]1)=O)=[CH:22][N:23]2[CH2:29][CH3:30])[C:12]1[CH:17]=[CH:16][CH:15]=[CH:14][CH:13]=1. The catalyst is C1COCC1. The product is [CH2:11]([O:18][C:19]1[CH:27]=[C:26]([F:28])[CH:25]=[C:24]2[C:20]=1[C:21]([CH2:31][CH2:32][N:34]1[CH2:35][C:36]3[C:41](=[CH:40][CH:39]=[CH:38][CH:37]=3)[CH2:42]1)=[CH:22][N:23]2[CH2:29][CH3:30])[C:12]1[CH:13]=[CH:14][CH:15]=[CH:16][CH:17]=1. The yield is 0.570.